From a dataset of NCI-60 drug combinations with 297,098 pairs across 59 cell lines. Regression. Given two drug SMILES strings and cell line genomic features, predict the synergy score measuring deviation from expected non-interaction effect. (1) Drug 1: C1=CC(=C2C(=C1NCCNCCO)C(=O)C3=C(C=CC(=C3C2=O)O)O)NCCNCCO. Cell line: HT29. Synergy scores: CSS=48.2, Synergy_ZIP=-2.82, Synergy_Bliss=-4.42, Synergy_Loewe=-0.929, Synergy_HSA=1.32. Drug 2: CN(CC1=CN=C2C(=N1)C(=NC(=N2)N)N)C3=CC=C(C=C3)C(=O)NC(CCC(=O)O)C(=O)O. (2) Drug 1: C1=C(C(=O)NC(=O)N1)F. Drug 2: CC1=C(C(=O)C2=C(C1=O)N3CC4C(C3(C2COC(=O)N)OC)N4)N. Cell line: CCRF-CEM. Synergy scores: CSS=43.7, Synergy_ZIP=-8.40, Synergy_Bliss=-14.3, Synergy_Loewe=-13.2, Synergy_HSA=-11.0. (3) Drug 1: CN(C(=O)NC(C=O)C(C(C(CO)O)O)O)N=O. Drug 2: CC1=C(C(=O)C2=C(C1=O)N3CC4C(C3(C2COC(=O)N)OC)N4)N. Cell line: CCRF-CEM. Synergy scores: CSS=29.1, Synergy_ZIP=0.446, Synergy_Bliss=2.03, Synergy_Loewe=-59.0, Synergy_HSA=-0.302. (4) Drug 1: C1C(C(OC1N2C=C(C(=O)NC2=O)F)CO)O. Drug 2: COCCOC1=C(C=C2C(=C1)C(=NC=N2)NC3=CC=CC(=C3)C#C)OCCOC.Cl. Cell line: UO-31. Synergy scores: CSS=24.4, Synergy_ZIP=-9.14, Synergy_Bliss=-4.59, Synergy_Loewe=-10.1, Synergy_HSA=-3.40. (5) Drug 1: C1=CC=C(C=C1)NC(=O)CCCCCCC(=O)NO. Drug 2: C1=CN(C=N1)CC(O)(P(=O)(O)O)P(=O)(O)O. Cell line: OVCAR3. Synergy scores: CSS=15.0, Synergy_ZIP=-8.54, Synergy_Bliss=-2.66, Synergy_Loewe=-6.55, Synergy_HSA=-0.124. (6) Drug 1: CC1CCC2CC(C(=CC=CC=CC(CC(C(=O)C(C(C(=CC(C(=O)CC(OC(=O)C3CCCCN3C(=O)C(=O)C1(O2)O)C(C)CC4CCC(C(C4)OC)OCCO)C)C)O)OC)C)C)C)OC. Drug 2: CC(C)(C#N)C1=CC(=CC(=C1)CN2C=NC=N2)C(C)(C)C#N. Cell line: HCT116. Synergy scores: CSS=-6.37, Synergy_ZIP=-0.198, Synergy_Bliss=-5.00, Synergy_Loewe=-9.82, Synergy_HSA=-8.19. (7) Drug 1: C1=NC(=NC(=O)N1C2C(C(C(O2)CO)O)O)N. Drug 2: CCC1(C2=C(COC1=O)C(=O)N3CC4=CC5=C(C=CC(=C5CN(C)C)O)N=C4C3=C2)O.Cl. Cell line: UACC-257. Synergy scores: CSS=10.5, Synergy_ZIP=-4.99, Synergy_Bliss=-3.71, Synergy_Loewe=-11.2, Synergy_HSA=-3.28. (8) Drug 1: C1CN1P(=S)(N2CC2)N3CC3. Drug 2: CS(=O)(=O)OCCCCOS(=O)(=O)C. Cell line: MOLT-4. Synergy scores: CSS=68.6, Synergy_ZIP=1.39, Synergy_Bliss=1.06, Synergy_Loewe=-3.43, Synergy_HSA=2.02.